Dataset: Forward reaction prediction with 1.9M reactions from USPTO patents (1976-2016). Task: Predict the product of the given reaction. (1) Given the reactants Br[C:2]1[CH:7]=[CH:6][C:5]([C:8]2[CH:9]=[C:10]3[N:15]([CH:16]=2)[CH:14]=[CH:13][CH:12]=[CH:11]3)=[CH:4][CH:3]=1.C(=O)([O-])[O-].[Cs+].[Cs+].[NH:23]1[CH2:28][CH2:27][O:26][CH2:25][CH2:24]1.C1(P(C2CCCCC2)C2C=CC=CC=2C2C=CC=CC=2N(C)C)CCCCC1, predict the reaction product. The product is: [N:23]1([C:2]2[CH:7]=[CH:6][C:5]([C:8]3[CH:9]=[C:10]4[N:15]([CH:16]=3)[CH:14]=[CH:13][CH:12]=[CH:11]4)=[CH:4][CH:3]=2)[CH2:28][CH2:27][O:26][CH2:25][CH2:24]1. (2) Given the reactants [Mg].Br[C:3]1[CH:8]=[CH:7][C:6]([Br:9])=[CH:5][CH:4]=1.[CH3:10][C:11]([N:15]1[CH2:20][CH2:19][O:18][CH2:17][CH2:16]1)(C)[C:12]#N, predict the reaction product. The product is: [Br:9][C:6]1[CH:7]=[CH:8][C:3]([C:11]([N:15]2[CH2:20][CH2:19][O:18][CH2:17][CH2:16]2)([CH3:12])[CH3:10])=[CH:4][CH:5]=1.